Dataset: Forward reaction prediction with 1.9M reactions from USPTO patents (1976-2016). Task: Predict the product of the given reaction. (1) The product is: [C:31]([C:2]1[N:7]=[N:6][CH:5]=[C:4]([N:8]2[CH:12]=[C:11]([F:13])[C:10]([N:14]3[CH2:19][CH2:18][O:17][C@H:16]([C@:20]([OH:29])([CH3:28])[C:21]([O:23][C:24]([CH3:27])([CH3:26])[CH3:25])=[O:22])[C:15]3=[O:30])=[N:9]2)[CH:3]=1)#[N:32]. Given the reactants Cl[C:2]1[N:7]=[N:6][CH:5]=[C:4]([N:8]2[CH:12]=[C:11]([F:13])[C:10]([N:14]3[CH2:19][CH2:18][O:17][C@H:16]([C@:20]([OH:29])([CH3:28])[C:21]([O:23][C:24]([CH3:27])([CH3:26])[CH3:25])=[O:22])[C:15]3=[O:30])=[N:9]2)[CH:3]=1.[CH3:31][N:32](C=O)C, predict the reaction product. (2) Given the reactants CC([CH:5]1[CH2:10][C:9]([C:12]2[CH:17]=[CH:16][C:15]([O:18][CH2:19][CH2:20][CH2:21][N:22]3[CH2:27][CH2:26][CH2:25][C:24]([CH3:29])([CH3:28])[CH2:23]3)=[CH:14][CH:13]=2)(O)[CH2:8][CH2:7][N:6]1C([O-])=O)(C)C.Cl, predict the reaction product. The product is: [CH3:28][C:24]1([CH3:29])[CH2:25][CH2:26][CH2:27][N:22]([CH2:21][CH2:20][CH2:19][O:18][C:15]2[CH:14]=[CH:13][C:12]([C:9]3[CH2:10][CH2:5][NH:6][CH2:7][CH:8]=3)=[CH:17][CH:16]=2)[CH2:23]1. (3) Given the reactants Br[C:2]1[C:3]([C:20]2[S:21][C:22]([Cl:25])=[CH:23][CH:24]=2)=[N:4][C:5]([NH:8][CH2:9][CH2:10][N:11]2[C:15]([CH3:17])([CH3:16])[C:14](=[O:18])[NH:13][C:12]2=[O:19])=[N:6][CH:7]=1.[C:26]([C:29]1[CH:30]=[C:31](B(O)O)[CH:32]=[CH:33][CH:34]=1)(=[O:28])[NH2:27], predict the reaction product. The product is: [Cl:25][C:22]1[S:21][C:20]([C:3]2[C:2]([C:33]3[CH:34]=[C:29]([CH:30]=[CH:31][CH:32]=3)[C:26]([NH2:27])=[O:28])=[CH:7][N:6]=[C:5]([NH:8][CH2:9][CH2:10][N:11]3[C:15]([CH3:17])([CH3:16])[C:14](=[O:18])[NH:13][C:12]3=[O:19])[N:4]=2)=[CH:24][CH:23]=1.